From a dataset of Catalyst prediction with 721,799 reactions and 888 catalyst types from USPTO. Predict which catalyst facilitates the given reaction. Reactant: [Cl:1][C:2]1[CH:3]=[C:4]([C@H:9]([N:13]2C(=O)C3C(=CC=CC=3)C2=O)[CH2:10][O:11][CH3:12])[CH:5]=[CH:6][C:7]=1[Cl:8].O.NN. Product: [Cl:1][C:2]1[CH:3]=[C:4]([C@H:9]([NH2:13])[CH2:10][O:11][CH3:12])[CH:5]=[CH:6][C:7]=1[Cl:8]. The catalyst class is: 36.